From a dataset of Experimentally validated miRNA-target interactions with 360,000+ pairs, plus equal number of negative samples. Binary Classification. Given a miRNA mature sequence and a target amino acid sequence, predict their likelihood of interaction. The protein sequence of the target gene is MSRERPPGTDIPRNLSFIAALTERAYYRSQRPSLEEEPEEEPGEGGTRFGARSRAHAPSRGRRARSAPAGGGGARAPRSRSPDTRKRVRFADALGLELAVVRRFRPGELPRVPRHVQIQLQRDALRHFAPCQPRARGLQEARAALEPASEPGFAARLLTQRICLERAEAGPLGVAGSARVVDLAYEKRVSVRWSADGWRSQREAPAAYAGPAPPPPRADRFAFRLPAPPIGGALLFALRYRVTGHEFWDNNGGRDYALRGPEHPGSGGAPEPQGWIHFI. The miRNA is hsa-miR-1238-3p with sequence CUUCCUCGUCUGUCUGCCCC. Result: 1 (interaction).